This data is from Reaction yield outcomes from USPTO patents with 853,638 reactions. The task is: Predict the reaction yield, written as a fraction of the theoretical maximum amount of product (1.0 means a 100% yield; for example, 0.34 means a 34% yield). (1) The yield is 0.500. The reactants are C1C=CC(C(NC2C3NC=NC=3N=CN=2)=[O:8])=CC=1.C(N[C:23]1[CH:44]=[CH:43][N:26]([C@@H:27]2[O:42][C@H:36]([CH2:37][O:38]C(=O)C)[C@@H:31]([O:32]C(=O)C)[C@H:28]2[O:29]C)[C:25](=[O:45])[N:24]=1)(=O)C.[Si](OS(C(F)(F)F)(=O)=O)(C)(C)C. The catalyst is C(#N)C.ClCCl. The product is [C@@H:27]1([N:26]2[CH:43]=[CH:44][C:23](=[O:8])[NH:24][C:25]2=[O:45])[O:42][C@H:36]([CH2:37][OH:38])[C@@H:31]([OH:32])[C@H:28]1[OH:29]. (2) The reactants are [CH2:1]([C@@H:5]1[C@@H:8]([CH2:9][CH2:10][CH2:11][CH2:12][CH3:13])[O:7][C:6]1=[O:14])[CH2:2][CH2:3][CH3:4].[Li+].[CH3:16][Si]([N-][Si](C)(C)C)(C)C.IC. The catalyst is C1COCC1. The product is [CH2:1]([C@:5]1([CH3:16])[C@H:8]([CH2:9][CH2:10][CH2:11][CH2:12][CH3:13])[O:7][C:6]1=[O:14])[CH2:2][CH2:3][CH3:4]. The yield is 0.730. (3) The reactants are [CH2:1]([O:3][C:4]([C:6]1[CH:7]=[C:8]2[C:13](=[CH:14][CH:15]=1)[O:12][C:11]([CH3:17])([CH3:16])[CH2:10][C:9]2([CH3:19])[CH3:18])=[O:5])[CH3:2].[CH3:20][O:21]C(Cl)Cl. The catalyst is ClCCl.[Ti](Cl)(Cl)(Cl)Cl. The product is [CH2:1]([O:3][C:4]([C:6]1[CH:7]=[C:8]2[C:13](=[C:14]([CH:20]=[O:21])[CH:15]=1)[O:12][C:11]([CH3:17])([CH3:16])[CH2:10][C:9]2([CH3:18])[CH3:19])=[O:5])[CH3:2]. The yield is 0.200.